This data is from Full USPTO retrosynthesis dataset with 1.9M reactions from patents (1976-2016). The task is: Predict the reactants needed to synthesize the given product. (1) Given the product [CH3:58][O:57][C:54]1[CH:53]=[CH:52][C:51]([CH:9]([C:6]2[CH:5]=[CH:4][C:3]([O:2][CH3:1])=[CH:8][CH:7]=2)[O:10][CH:11]([C:45]2[CH:50]=[CH:49][CH:48]=[CH:47][CH:46]=2)[CH:12]2[N:13]([C:18](=[O:44])[CH2:19][CH2:20][CH2:21][CH2:22][CH2:23][NH:24][C:25](=[O:43])[CH2:26][CH2:27][CH2:28][CH2:29][CH2:30][CH2:31][CH2:32][CH:33]=[CH:34][CH2:35][CH2:36][CH2:37][CH2:38][CH2:39][CH2:40][CH2:41][CH3:42])[CH2:14][CH:15]([O:17][C:59](=[O:65])[CH2:60][CH2:61][C:62]([OH:64])=[O:63])[CH2:16]2)=[CH:56][CH:55]=1, predict the reactants needed to synthesize it. The reactants are: [CH3:1][O:2][C:3]1[CH:8]=[CH:7][C:6]([CH:9]([C:51]2[CH:56]=[CH:55][C:54]([O:57][CH3:58])=[CH:53][CH:52]=2)[O:10][CH:11]([C:45]2[CH:50]=[CH:49][CH:48]=[CH:47][CH:46]=2)[CH:12]2[CH2:16][CH:15]([OH:17])[CH2:14][N:13]2[C:18](=[O:44])[CH2:19][CH2:20][CH2:21][CH2:22][CH2:23][NH:24][C:25](=[O:43])[CH2:26][CH2:27][CH2:28][CH2:29][CH2:30][CH2:31][CH2:32][CH:33]=[CH:34][CH2:35][CH2:36][CH2:37][CH2:38][CH2:39][CH2:40][CH2:41][CH3:42])=[CH:5][CH:4]=1.[C:59]1(=[O:65])[O:64][C:62](=[O:63])[CH2:61][CH2:60]1. (2) Given the product [CH3:1][O:2][C:3]1[CH:8]=[CH:7][C:6]([CH2:9][CH2:10][C@@:11]2([CH3:37])[C:14](=[O:15])[N:13]([C:16](=[O:26])[NH:17][C@@H:18]([C:20]3[CH:21]=[CH:22][CH:23]=[CH:24][CH:25]=3)[CH3:19])[C@@H:12]2[C:27]([OH:29])=[O:28])=[CH:5][CH:4]=1, predict the reactants needed to synthesize it. The reactants are: [CH3:1][O:2][C:3]1[CH:8]=[CH:7][C:6]([CH2:9][CH2:10][C@@:11]2([CH3:37])[C:14](=[O:15])[N:13]([C:16](=[O:26])[NH:17][C@@H:18]([C:20]3[CH:25]=[CH:24][CH:23]=[CH:22][CH:21]=3)[CH3:19])[C@@H:12]2[C:27]([O:29]CC2C=CC=CC=2)=[O:28])=[CH:5][CH:4]=1. (3) The reactants are: [H-].[Li+].[Al+3].[H-].[H-].[H-].[CH:7]([C:9]1[N:13]2[CH2:14][CH2:15][CH2:16][CH2:17][C:12]2=[N:11][CH:10]=1)=[O:8].[OH-].[Na+].S([O-])([O-])(=O)=O.[Mg+2]. Given the product [N:11]1[CH:10]=[C:9]([CH2:7][OH:8])[N:13]2[CH2:14][CH2:15][CH2:16][CH2:17][C:12]=12, predict the reactants needed to synthesize it. (4) Given the product [F:1][C:2]1[CH:3]=[C:4]([C:13]2[N:18]=[C:17]([C:19]3[C:23]([CH3:24])([CH3:25])[CH2:22][CH:21]([CH3:26])[CH:20]=3)[C:16]([C:27]([OH:29])=[O:28])=[CH:15][CH:14]=2)[CH:5]=[C:6]([O:8][CH2:9][CH:10]([CH3:12])[CH3:11])[CH:7]=1, predict the reactants needed to synthesize it. The reactants are: [F:1][C:2]1[CH:3]=[C:4]([C:13]2[N:18]=[C:17]([C:19]3[C:23]([CH3:25])([CH3:24])[CH2:22][CH:21]([CH3:26])[CH:20]=3)[C:16]([C:27]([O:29]CC)=[O:28])=[CH:15][CH:14]=2)[CH:5]=[C:6]([O:8][CH2:9][CH:10]([CH3:12])[CH3:11])[CH:7]=1.[OH-].[Na+].CO.Cl. (5) Given the product [F:1][CH:2]([F:6])[C:3]1[C:14]([C:15]([OH:17])=[O:16])=[CH:13][N:7]([CH3:8])[N:21]=1, predict the reactants needed to synthesize it. The reactants are: [F:1][CH:2]([F:6])[C:3](F)=O.[N:7]1([CH:13]=[CH:14][C:15]([O:17]C)=[O:16])CCCC[CH2:8]1.C([N:21](CC)CC)C.CNN.[OH-].[Na+].